This data is from Experimentally validated miRNA-target interactions with 360,000+ pairs, plus equal number of negative samples. The task is: Binary Classification. Given a miRNA mature sequence and a target amino acid sequence, predict their likelihood of interaction. (1) The miRNA is mmu-miR-125b-5p with sequence UCCCUGAGACCCUAACUUGUGA. The protein sequence of the target gene is MPRSFLVRKPSDPRRKPNYSELQDACVEFTFQQPYDQAHLLAAIPPPEVLNPAASLPTLIWDSLLVPQVRPVAWATLPLRESPKAVELTSLSDEDSGKSSQPPSPPSPAPSSFSSTSASSLEAEAFIAFPGLGQLPKQLARLSVAKDPQSRKIFNCKYCNKEYLSLGALKMHIRSHTLPCVCTTCGKAFSRPWLLQGHVRTHTGEKPFSCSHCNRAFADRSNLRAHLQTHSDVKRYQCQACARTFSRMSLLHKHQESGCSGGPR. Result: 1 (interaction). (2) The miRNA is hsa-miR-4458 with sequence AGAGGUAGGUGUGGAAGAA. The protein sequence of the target gene is MGRKKIQIQRITDERNRQVTFTKRKFGLMKKAYELSVLCDCEIALIIFNHSNKLFQYASTDMDKVLLKYTEYNEPHESRTNADIIETLRKKGFNGCDSPEPDGEDSLEQSPLLEDKYRRASEELDGLFRRYGSTVPAPNFAMPVTVPVSNQSSLQFSNPSGSLVTPSLVTSSLTDPRLLSPQQPALQRNSVSPGLPQRPASAGAMLGGDLNSANGACPSPVGNGYVSARASPGLLPVANGNSLNKVIPAKSPPPPTHSTQLGAPSRKPDLRVITSQAGKGLMHHLTEDHLDLNNAQRLGV.... Result: 1 (interaction). (3) The miRNA is mmu-miR-382-3p with sequence UCAUUCACGGACAACACUUUUU. The protein sequence of the target gene is MRALRDRAGLLLCVLLLAALLEAALGLPVKKPRLRGPRPGSLTRLAEVSASPDPRPLKEEEEAPLLPRTHLQAEPHQHGCWTVTEPAAMTPGNATPPRTPEVTPLRLELQKLPGLANTTLSTPNPDTQASASPDPRPLREEEEARLLPRTHLQAELHQHGCWTVTEPAALTPGNATPPRTQEVTPLLLELQKLPELVHATLSTPNPDNQVTIKVVEDPQAEVSIDLLAEPSNPPPQDTLSWLPALWSFLWGDYKGEEKDRAPGEKGEEKEEDEDYPSEDIEGEDQEDKEEDEEEQALWFN.... Result: 0 (no interaction). (4) The miRNA is mmu-miR-466n-3p with sequence UAUACAUGAGAGCAUACAUAGA. The protein sequence of the target gene is MATPSAAFEALMNGVTSWDIPEDSVPCELLLIGEASFPIMVNDVGQVLVAASSYGRGRMVVASHEDFLLESQLFVFLVNAVGWLRSSPNSAIGVHSSLAPLVKILESCGIESKIEPEVNDSLGVYCIDAYNETMTDKLVQFVKRGGGLLIGGEAWDWDTQGDDDRVLFAFPGNLVTSVAGVYFTDNKADTSFFKVSKKMPKIPILVRCDDDLSDDRDELLRGIIDLDITNSDCFPSQLLVHGSLAFPLGLDTYHGCVIAAARYGRGRVVVTGHKVLFTVGKLGPFLLNAVRWLDGGRKGK.... Result: 0 (no interaction). (5) The miRNA is rno-miR-17-5p with sequence CAAAGUGCUUACAGUGCAGGUAG. The protein sequence of the target gene is MSKGPAVGIDLGTTYSCVGVFQHGKVEIIANDQGNRTTPSYVAFTDTERLIGDAAKNQVAMNPTNTVFDAKRLIGRRFDDAVVQSDMKHWPFMVVNDAGRPKVQVEYKGETKSFYPEEVSSMVLTKMKEIAEAYLGKTVTNAVVTVPAYFNDSQRQATKDAGTIAGLNVLRIINEPTAAAIAYGLDKKVGAERNVLIFDLGGGTFDVSILTIEDGIFEVKSTAGDTHLGGEDFDNRMVNHFIAEFKRKHKKDISENKRAVRRLRTACERAKRTLSSSTQASIEIDSLYEGIDFYTSITRA.... Result: 1 (interaction). (6) Result: 0 (no interaction). The miRNA is hsa-miR-105-5p with sequence UCAAAUGCUCAGACUCCUGUGGU. The protein sequence of the target gene is MSVKEAGSSGRREQAAYHLHIYPQLSTTESQASCRVTATKDSTTSDVIKDAIASLRLDGTKCYVLVEVKESGGEEWVLDANDSPVHRVLLWPRRAQDEHPQEDGYYFLLQERNADGTIKYVHMQLVAQATATRRLVERGLLPRQQADFDDLCNLPELTEGNLLKNLKHRFLQQKIYTYAGSILVAINPFKFLPIYNPKYVKMYENQQLGKLEPHVFALADVAYYTMLRKRVNQCIVISGESGSGKTQSTNFLIHCLTALSQKGYASGVERTILGAGPVLEAFGNAKTAHNNNSSRFGKFI.... (7) The miRNA is hsa-miR-16-5p with sequence UAGCAGCACGUAAAUAUUGGCG. The protein sequence of the target gene is MENHKSNNKENITIVDISRKINQLPEAERNLLENGSVYVGLNAALCGLIANSLFRRILNVTKARIAAGLPMAGIPFLTTDLTYRCFVSFPLNTGDLDCETCTITRSGLTGLVIGGLYPVFLAIPVNGGLAARYQSALLPHKGNILSYWIRTSKPVFRKMLFPILLQTMFSAYLGSEQYKLLIKALQLSEPGKEIH. Result: 1 (interaction).